From a dataset of Catalyst prediction with 721,799 reactions and 888 catalyst types from USPTO. Predict which catalyst facilitates the given reaction. (1) Reactant: [CH3:1][O:2][C:3]1[CH:4]=[C:5]([NH:11][C:12]2[C:13]3[N:29]=[CH:28][S:27][C:14]=3[N:15]=[C:16]([N:18]3[CH2:23][CH2:22][CH2:21][CH:20]([C:24](O)=[O:25])[CH2:19]3)[N:17]=2)[CH:6]=[CH:7][C:8]=1[O:9][CH3:10].[NH2:30][C:31]1[CH:40]=[CH:39][C:34]([C:35]([O:37][CH3:38])=[O:36])=[C:33]([OH:41])[CH:32]=1.CN1C=CN=C1.CCN=C=NCCCN(C)C. Product: [CH3:38][O:37][C:35](=[O:36])[C:34]1[CH:39]=[CH:40][C:31]([NH:30][C:24]([CH:20]2[CH2:21][CH2:22][CH2:23][N:18]([C:16]3[N:17]=[C:12]([NH:11][C:5]4[CH:6]=[CH:7][C:8]([O:9][CH3:10])=[C:3]([O:2][CH3:1])[CH:4]=4)[C:13]4[N:29]=[CH:28][S:27][C:14]=4[N:15]=3)[CH2:19]2)=[O:25])=[CH:32][C:33]=1[OH:41]. The catalyst class is: 4. (2) Reactant: [Cl:1][C:2]1[C:10]2[C:5](=[CH:6][CH:7]=[C:8]([O:11][CH3:12])[CH:9]=2)[NH:4][C:3]=1[C:13]([NH:15][OH:16])=[NH:14].CO[C:19](OC)(N(C)C)[CH3:20]. Product: [Cl:1][C:2]1[C:10]2[C:5](=[CH:6][CH:7]=[C:8]([O:11][CH3:12])[CH:9]=2)[NH:4][C:3]=1[C:13]1[N:14]=[C:19]([CH3:20])[O:16][N:15]=1. The catalyst class is: 4. (3) Reactant: [C:1]([O:5][C:6]([NH:8][C:9]1[S:13][C:12](/[CH:14]=[CH:15]/[C:16]([O:18][CH2:19][CH3:20])=[O:17])=[CH:11][C:10]=1[C:21]([N:23]1[CH2:28][CH2:27][CH:26]([N:29]2[CH2:41][CH2:40][CH2:39][C:31]3([C:35](=[O:36])[O:34][C:33]([CH3:38])([CH3:37])[CH2:32]3)[CH2:30]2)[CH2:25][CH2:24]1)=[O:22])=[O:7])([CH3:4])([CH3:3])[CH3:2]. Product: [C:1]([O:5][C:6]([NH:8][C:9]1[S:13][C:12]([CH2:14][CH2:15][C:16]([O:18][CH2:19][CH3:20])=[O:17])=[CH:11][C:10]=1[C:21]([N:23]1[CH2:24][CH2:25][CH:26]([N:29]2[CH2:41][CH2:40][CH2:39][C:31]3([C:35](=[O:36])[O:34][C:33]([CH3:38])([CH3:37])[CH2:32]3)[CH2:30]2)[CH2:27][CH2:28]1)=[O:22])=[O:7])([CH3:2])([CH3:3])[CH3:4]. The catalyst class is: 178. (4) Reactant: [NH2:1][C:2]1[CH:3]=[C:4]2[C:9](=[C:10](/[CH:12]=[CH:13]/[CH2:14][OH:15])[CH:11]=1)[N:8]=[CH:7][C:6](C#N)=[C:5]2[NH:18][C:19]1[CH:24]=[CH:23][C:22]([F:25])=[C:21]([Cl:26])[CH:20]=1.[CH2:27](O)[CH3:28].[NH:30]1[C:34]([CH:35]=O)=[CH:33][N:32]=[CH:31]1.C(O[BH-](OC(=O)C)OC(=O)C)(=O)C.[Na+]. Product: [Cl:26][C:21]1[CH:20]=[C:19]([NH:18][C:5]2[C:4]3[C:9](=[C:10](/[CH:12]=[CH:13]/[CH2:14][OH:15])[CH:11]=[C:2]([NH:1][CH2:35][C:34]4[NH:30][CH:31]=[N:32][CH:33]=4)[CH:3]=3)[CH:28]=[CH:27][C:6]=2[C:7]#[N:8])[CH:24]=[CH:23][C:22]=1[F:25]. The catalyst class is: 15.